This data is from Forward reaction prediction with 1.9M reactions from USPTO patents (1976-2016). The task is: Predict the product of the given reaction. Given the reactants [NH2:1][C:2]1[N:7]=[CH:6][N:5]=[C:4]2[N:8]([CH:24]3[CH2:29][CH2:28][C:27](=O)[CH2:26][CH2:25]3)[N:9]=[C:10]([C:11]3[CH:16]=[CH:15][C:14]([O:17][C:18]4[CH:23]=[CH:22][CH:21]=[CH:20][CH:19]=4)=[CH:13][CH:12]=3)[C:3]=12.C([O-])(=O)C.[NH4+:35], predict the reaction product. The product is: [NH2:35][CH:27]1[CH2:26][CH2:25][CH:24]([N:8]2[C:4]3=[N:5][CH:6]=[N:7][C:2]([NH2:1])=[C:3]3[C:10]([C:11]3[CH:16]=[CH:15][C:14]([O:17][C:18]4[CH:19]=[CH:20][CH:21]=[CH:22][CH:23]=4)=[CH:13][CH:12]=3)=[N:9]2)[CH2:29][CH2:28]1.